From a dataset of CYP2C19 inhibition data for predicting drug metabolism from PubChem BioAssay. Regression/Classification. Given a drug SMILES string, predict its absorption, distribution, metabolism, or excretion properties. Task type varies by dataset: regression for continuous measurements (e.g., permeability, clearance, half-life) or binary classification for categorical outcomes (e.g., BBB penetration, CYP inhibition). Dataset: cyp2c19_veith. (1) The molecule is COc1ccc2[nH]cc(CCNc3cc(-c4c(C)noc4C)ncn3)c2c1. The result is 1 (inhibitor). (2) The molecule is O=C1C[C@H](c2ccccc2)[C@@H](c2ccc(Br)cc2)O1. The result is 1 (inhibitor).